Dataset: Acute oral toxicity (LD50) regression data from Zhu et al.. Task: Regression/Classification. Given a drug SMILES string, predict its toxicity properties. Task type varies by dataset: regression for continuous values (e.g., LD50, hERG inhibition percentage) or binary classification for toxic/non-toxic outcomes (e.g., AMES mutagenicity, cardiotoxicity, hepatotoxicity). Dataset: ld50_zhu. The drug is Cc1nc2n(c(=O)c1CCN1CCC(c3noc4cc(F)ccc34)CC1)CCCC2O. The rat oral LD50 is 3.82, given as -log10 of the dose in mol/kg body weight (higher means more acutely toxic).